This data is from Reaction yield outcomes from USPTO patents with 853,638 reactions. The task is: Predict the reaction yield, written as a fraction of the theoretical maximum amount of product (1.0 means a 100% yield; for example, 0.34 means a 34% yield). (1) The reactants are O1CCCC1.[O:6]([CH2:13][C:14]1[N:19]=[CH:18][C:17]([CH2:20][C:21](Cl)=[N:22][OH:23])=[CH:16][CH:15]=1)[C:7]1[CH:12]=[CH:11][CH:10]=[CH:9][CH:8]=1.[C:25]([C:27]1[C:28]([NH2:33])=[N:29][CH:30]=[CH:31][CH:32]=1)#[CH:26].C(N(CC)CC)C. The catalyst is O. The product is [O:6]([CH2:13][C:14]1[N:19]=[CH:18][C:17]([CH2:20][C:21]2[CH:26]=[C:25]([C:27]3[C:28]([NH2:33])=[N:29][CH:30]=[CH:31][CH:32]=3)[O:23][N:22]=2)=[CH:16][CH:15]=1)[C:7]1[CH:12]=[CH:11][CH:10]=[CH:9][CH:8]=1. The yield is 0.0660. (2) The reactants are [Cl:1][C:2]1[CH:10]=[C:6]([C:7]([OH:9])=O)[C:5]([OH:11])=[CH:4][CH:3]=1.[NH2:12][C:13]1[S:14][CH:15]=[C:16]([C:18]2[C:23]([F:24])=[C:22]([F:25])[C:21]([F:26])=[C:20]([F:27])[C:19]=2[F:28])[N:17]=1. No catalyst specified. The product is [Cl:1][C:2]1[CH:3]=[CH:4][C:5]([OH:11])=[C:6]([CH:10]=1)[C:7]([NH:12][C:13]1[S:14][CH:15]=[C:16]([C:18]2[C:19]([F:28])=[C:20]([F:27])[C:21]([F:26])=[C:22]([F:25])[C:23]=2[F:24])[N:17]=1)=[O:9]. The yield is 0.238. (3) The reactants are [CH2:1]([N:3]1[C:11]2[CH:10]=[C:9]([NH:12][C:13](=[O:23])C3C=CC(C(C)=C)=CC=3)[N:8]=[CH:7][C:6]=2[C:5]([CH3:24])=[CH:4]1)[CH3:2].CS(N)(=O)=O.CC[C@@H]1[C@@H]2C[C@H]([C@@H:65]([O:64]C3C4C(=CC=CC=4)C([O:64][C@@H:65]([C:76]4[CH:85]=CN=[C:82]5[C:77]=4[CH:78]=[C:79](OC)[CH:80]=[CH:81]5)[C@@H]4N5C[C@H](CC)[C@@H](CC5)C4)=NN=3)[C:76]3[CH:85]=CN=[C:82]4[C:77]=3[CH:78]=[C:79](OC)[CH:80]=[CH:81]4)N(CC2)C1.S([O-])([O-])=[O:89].[Na+].[Na+].C(O)(C(F)(F)F)=O. The catalyst is C(O)(C)(C)C.[Cl-].[Na+].O.CCOC(C)=O.O. The product is [OH:64][CH2:65][C@@:76]([C:77]1[CH:78]=[CH:79][C:80]([C:13]([NH:12][C:9]2[N:8]=[CH:7][C:6]3[C:5]([CH3:24])=[CH:4][N:3]([CH2:1][CH3:2])[C:11]=3[CH:10]=2)=[O:23])=[CH:81][CH:82]=1)([OH:89])[CH3:85]. The yield is 0.0820. (4) The yield is 1.00. The product is [NH2:11][CH:12]1[N:18]=[C:17]([C:19]2[CH:20]=[CH:21][CH:22]=[CH:23][CH:24]=2)[C:16]2[CH:25]=[CH:26][CH:27]=[CH:28][C:15]=2[N:14]([CH2:29][CH2:30][CH2:31][C:32]([F:34])([F:33])[F:35])[C:13]1=[O:36]. The catalyst is C(Cl)Cl. The reactants are C(OC([NH:11][CH:12]1[N:18]=[C:17]([C:19]2[CH:24]=[CH:23][CH:22]=[CH:21][CH:20]=2)[C:16]2[CH:25]=[CH:26][CH:27]=[CH:28][C:15]=2[N:14]([CH2:29][CH2:30][CH2:31][C:32]([F:35])([F:34])[F:33])[C:13]1=[O:36])=O)C1C=CC=CC=1. (5) The reactants are [Br:1][C:2]1[C:3]([F:12])=[C:4]2[C:10]([NH2:11])=[CH:9][NH:8][C:5]2=[N:6][CH:7]=1.[Cl:13][C:14]1[CH:15]=[C:16]([CH:20]=[CH:21][C:22]=1[F:23])[C:17](O)=[O:18].C1N(P(Cl)(N2C(=O)OCC2)=O)C(=O)OC1.C(N(CC)CC)C.[Li+].[OH-]. The catalyst is C(Cl)Cl.O. The product is [Br:1][C:2]1[C:3]([F:12])=[C:4]2[C:10]([NH:11][C:17](=[O:18])[C:16]3[CH:20]=[CH:21][C:22]([F:23])=[C:14]([Cl:13])[CH:15]=3)=[CH:9][NH:8][C:5]2=[N:6][CH:7]=1. The yield is 0.710. (6) The reactants are [C:1]([NH:6][C:7]1[CH:8]=[C:9]([CH:13]2[CH2:18][CH2:17][N:16](C(OC(C)(C)C)=O)[CH2:15][CH2:14]2)[CH:10]=[CH:11][CH:12]=1)(=[O:5])[CH:2]([CH3:4])[CH3:3].Cl. The catalyst is O1CCOCC1. The product is [CH3:3][CH:2]([CH3:4])[C:1]([NH:6][C:7]1[CH:12]=[CH:11][CH:10]=[C:9]([CH:13]2[CH2:18][CH2:17][NH:16][CH2:15][CH2:14]2)[CH:8]=1)=[O:5]. The yield is 0.460. (7) The reactants are Br[CH2:2][C:3]1[C:13]([Cl:14])=[N:12][CH:11]=[CH:10][C:4]=1[C:5]([O:7]CC)=O.Cl.[NH2:16][CH:17]([C:19]1[CH:20]=[C:21]([CH3:31])[C:22]([NH:25][CH2:26][C:27]([F:30])([F:29])[F:28])=[N:23][CH:24]=1)[CH3:18]. No catalyst specified. The product is [Cl:14][C:13]1[C:3]2[CH2:2][N:16]([CH:17]([C:19]3[CH:24]=[N:23][C:22]([NH:25][CH2:26][C:27]([F:30])([F:28])[F:29])=[C:21]([CH3:31])[CH:20]=3)[CH3:18])[C:5](=[O:7])[C:4]=2[CH:10]=[CH:11][N:12]=1. The yield is 0.620.